This data is from Catalyst prediction with 721,799 reactions and 888 catalyst types from USPTO. The task is: Predict which catalyst facilitates the given reaction. Reactant: I[C:2]1[N:3]=[N+:4]([O-:15])[C:5]2[CH:14]=[C:13]3[C:9]([CH2:10][CH2:11][CH2:12]3)=[CH:8][C:6]=2[N:7]=1.[CH2:16]([Sn](CCCC)(CCCC)CCCC)[CH:17]=[CH2:18]. Product: [CH2:18]([C:2]1[N:3]=[N+:4]([O-:15])[C:5]2[CH:14]=[C:13]3[C:9]([CH2:10][CH2:11][CH2:12]3)=[CH:8][C:6]=2[N:7]=1)[CH:17]=[CH2:16]. The catalyst class is: 104.